Dataset: NCI-60 drug combinations with 297,098 pairs across 59 cell lines. Task: Regression. Given two drug SMILES strings and cell line genomic features, predict the synergy score measuring deviation from expected non-interaction effect. Drug 1: CCC(=C(C1=CC=CC=C1)C2=CC=C(C=C2)OCCN(C)C)C3=CC=CC=C3.C(C(=O)O)C(CC(=O)O)(C(=O)O)O. Drug 2: N.N.Cl[Pt+2]Cl. Cell line: HOP-62. Synergy scores: CSS=27.6, Synergy_ZIP=-2.83, Synergy_Bliss=-2.52, Synergy_Loewe=-21.5, Synergy_HSA=-1.19.